Dataset: Forward reaction prediction with 1.9M reactions from USPTO patents (1976-2016). Task: Predict the product of the given reaction. Given the reactants [NH2:1][C:2]1[CH:7]=[CH:6][C:5]([C:8]2[N:12]([C:13]3[CH:18]=[CH:17][C:16]([S:19]([CH3:22])(=[O:21])=[O:20])=[CH:15][CH:14]=3)[CH:11]=[N:10][C:9]=2[Cl:23])=[CH:4][CH:3]=1.CCN(CC)CC.Cl[CH2:32][CH2:33][CH2:34][C:35](Cl)=[O:36].CC(C)([O-])C.[K+], predict the reaction product. The product is: [Cl:23][C:9]1[N:10]=[CH:11][N:12]([C:13]2[CH:18]=[CH:17][C:16]([S:19]([CH3:22])(=[O:20])=[O:21])=[CH:15][CH:14]=2)[C:8]=1[C:5]1[CH:6]=[CH:7][C:2]([N:1]2[CH2:32][CH2:33][CH2:34][C:35]2=[O:36])=[CH:3][CH:4]=1.